Predict which catalyst facilitates the given reaction. From a dataset of Catalyst prediction with 721,799 reactions and 888 catalyst types from USPTO. (1) Reactant: [OH:1][CH2:2][CH2:3][N:4]1[CH2:9][CH2:8][N:7]([CH2:10][CH2:11][N:12]2C(=O)C3C(=CC=CC=3)C2=O)[CH2:6][CH2:5]1.O.NN. Product: [NH2:12][CH2:11][CH2:10][N:7]1[CH2:8][CH2:9][N:4]([CH2:3][CH2:2][OH:1])[CH2:5][CH2:6]1. The catalyst class is: 14. (2) The catalyst class is: 101. Reactant: Br[C:2]1[CH:9]=[CH:8][C:5]([C:6]#[N:7])=[CH:4][CH:3]=1.C([O:13][C:14]([CH3:16])=[CH2:15])(=O)C.C[O-].C([Sn+](CCCC)CCCC)CCC.O. Product: [O:13]=[C:14]([CH3:16])[CH2:15][C:2]1[CH:9]=[CH:8][C:5]([C:6]#[N:7])=[CH:4][CH:3]=1. (3) Reactant: [H-].[Na+].[N+:3]([C:6]1[CH:7]=[CH:8][C:9]2[O:14][CH2:13][C:12](=[O:15])[NH:11][C:10]=2[CH:16]=1)([O-:5])=[O:4].[CH3:17]I. Product: [CH3:17][N:11]1[C:10]2[CH:16]=[C:6]([N+:3]([O-:5])=[O:4])[CH:7]=[CH:8][C:9]=2[O:14][CH2:13][C:12]1=[O:15]. The catalyst class is: 3. (4) Reactant: [NH:1]([C:11]([O:13][CH2:14][CH:15]1[C:27]2[C:22](=[CH:23][CH:24]=[CH:25][CH:26]=2)[C:21]2[C:16]1=[CH:17][CH:18]=[CH:19][CH:20]=2)=[O:12])[C@H:2]([C:8]([OH:10])=[O:9])[CH2:3][CH2:4][CH2:5][CH2:6][NH2:7].Cl.[S:29]1[CH:33]=[CH:32][N:31]=[C:30]1[CH:34]=O.[BH-](OC(C)=O)(OC(C)=O)OC(C)=O.[Na+].[C:50]([O:54][C:55]([CH3:58])([CH3:57])[CH3:56])(=[O:53])[CH:51]=O. Product: [CH:17]1[C:16]2[CH:15]([CH2:14][O:13][C:11](=[O:12])[NH:1][C@H:2]([C:8]([OH:10])=[O:9])[CH2:3][CH2:4][CH2:5][CH2:6][N:7]([CH2:34][C:30]3[S:29][CH:33]=[CH:32][N:31]=3)[CH2:51][C:50](=[O:53])[O:54][C:55]([CH3:58])([CH3:57])[CH3:56])[C:27]3[C:22](=[CH:23][CH:24]=[CH:25][CH:26]=3)[C:21]=2[CH:20]=[CH:19][CH:18]=1. The catalyst class is: 325. (5) Reactant: [C:1]([N:18]1[CH2:24][CH2:23][CH2:22][C@H:19]1[CH2:20][OH:21])([O:3][CH2:4][CH:5]1[C:17]2[C:12](=[CH:13][CH:14]=[CH:15][CH:16]=2)[C:11]2[C:6]1=[CH:7][CH:8]=[CH:9][CH:10]=2)=[O:2].NCCCC[OH:30].[OH:31]N1C2C=CC=CC=2N=N1.C1(N=C=NC2CCCCC2)CCCCC1. Product: [C:1]([N-:18][OH:30])([O:3][CH2:4][CH:5]1[C:17]2[C:12](=[CH:13][CH:14]=[CH:15][CH:16]=2)[C:11]2[C:6]1=[CH:7][CH:8]=[CH:9][CH:10]=2)=[O:2].[NH:18]1[CH2:24][CH2:23][CH2:22][C@H:19]1[C:20]([OH:21])=[O:31]. The catalyst class is: 10. (6) Reactant: C1(P(C2C=CC=CC=2)C2C=CC=CC=2)C=CC=CC=1.O.[N:21]([CH2:24][CH2:25][CH2:26]/[C:27](/[C:43]1O[C:45]([CH2:48][C:49]2[CH:54]=[CH:53][C:52]([F:55])=[CH:51][CH:50]=2)=[N:46][N:47]=1)=[CH:28]\[C:29]1[CH:34]=[CH:33][C:32]([N:35]2[CH:39]=[C:38]([CH3:40])[N:37]=[CH:36]2)=[C:31]([O:41][CH3:42])[CH:30]=1)=[N+]=[N-]. Product: [F:55][C:52]1[CH:53]=[CH:54][C:49]([CH2:48][C:45]2[N:21]3[CH2:24][CH2:25][CH2:26]/[C:27](=[CH:28]\[C:29]4[CH:34]=[CH:33][C:32]([N:35]5[CH:39]=[C:38]([CH3:40])[N:37]=[CH:36]5)=[C:31]([O:41][CH3:42])[CH:30]=4)/[C:43]3=[N:47][N:46]=2)=[CH:50][CH:51]=1. The catalyst class is: 1. (7) Reactant: CN(C=[N:5][S:6]([C:9]1[C:10]([C:15]2[CH:20]=[CH:19][C:18]([CH2:21][NH2:22])=[CH:17][CH:16]=2)=[CH:11][CH:12]=[CH:13][CH:14]=1)(=[O:8])=[O:7])C.[ClH:23]. Product: [ClH:23].[NH2:22][CH2:21][C:18]1[CH:19]=[CH:20][C:15]([C:10]2[C:9]([S:6]([NH2:5])(=[O:7])=[O:8])=[CH:14][CH:13]=[CH:12][CH:11]=2)=[CH:16][CH:17]=1. The catalyst class is: 5. (8) Reactant: C([N:3]([CH2:6][CH3:7])[CH2:4][CH3:5])C.N[C:9]1[CH:10]=[C:11]([NH:15][C:16](=O)[CH3:17])C=[CH:13][CH:14]=1.[OH2:19].[C:20](O)(=[O:22])C. Product: [CH:20]([C:10]1[CH:11]=[N:15][C:16]2[C:14]([CH:9]=1)=[CH:13][CH:7]=[C:6]([NH:3][C:4](=[O:19])[CH3:5])[CH:17]=2)=[O:22]. The catalyst class is: 51.